From a dataset of Forward reaction prediction with 1.9M reactions from USPTO patents (1976-2016). Predict the product of the given reaction. (1) Given the reactants [Cl:1][C:2]1[CH:15]=[CH:14][C:5]2[NH:6][C:7](=[CH:10][C:11]([O-:13])=[O:12])[CH2:8][O:9][C:4]=2[CH:3]=1.[CH3:16][CH2:17]O, predict the reaction product. The product is: [Cl:1][C:2]1[CH:15]=[CH:14][C:5]2[NH:6][C@@H:7]([CH2:10][C:11]([O:13][CH2:16][CH3:17])=[O:12])[CH2:8][O:9][C:4]=2[CH:3]=1. (2) Given the reactants [Cl:1][C:2]1[CH:24]=[CH:23][C:5]([O:6][C:7]2[CH:12]=[CH:11][C:10]([C:13]3([CH:16]4[CH2:18][CH2:17]4)[CH2:15][O:14]3)=[C:9]([C:19]([F:22])([F:21])[F:20])[CH:8]=2)=[CH:4][CH:3]=1.[OH-].[Na+].[NH:27]1[CH:31]=[N:30][CH:29]=[N:28]1.[Cl-].[NH4+], predict the reaction product. The product is: [Cl:1][C:2]1[CH:24]=[CH:23][C:5]([O:6][C:7]2[CH:12]=[CH:11][C:10]([C:13]([CH:16]3[CH2:18][CH2:17]3)([OH:14])[CH2:15][N:27]3[CH:31]=[N:30][CH:29]=[N:28]3)=[C:9]([C:19]([F:22])([F:21])[F:20])[CH:8]=2)=[CH:4][CH:3]=1. (3) Given the reactants [C:1]([N:8]1C=CN=C1)([N:3]1[CH:7]=[CH:6]N=[CH:4]1)=[S:2].[OH2:13].[NH2:14]N.[Cl-].[Na+].[O:18]1[CH2:22][CH2:21][CH2:20][CH2:19]1, predict the reaction product. The product is: [NH:8]([C:1]([N:3]1[CH2:4][CH2:21][CH:20]([C:19]([O:18][CH3:22])=[O:13])[CH2:6][CH2:7]1)=[S:2])[NH2:14]. (4) Given the reactants [Cl:1][C:2]1[CH:7]=[CH:6][C:5]([C:8]2[N:9]=[C:10]3[CH:15]=[C:14]([CH3:16])[CH:13]=[CH:12][N:11]3[C:17]=2[CH2:18][C:19]([OH:21])=O)=[CH:4][CH:3]=1.[CH2:22](CCN)[C:23]1[CH:28]=[CH:27][CH:26]=[CH:25][CH:24]=1.[CH3:32][CH2:33][N:34]=C=NCCCN(C)C.Cl, predict the reaction product. The product is: [CH2:22]([N:34]([CH2:33][CH3:32])[C:19](=[O:21])[CH2:18][C:17]1[N:11]2[CH:12]=[CH:13][C:14]([CH3:16])=[CH:15][C:10]2=[N:9][C:8]=1[C:5]1[CH:6]=[CH:7][C:2]([Cl:1])=[CH:3][CH:4]=1)[C:23]1[CH:24]=[CH:25][CH:26]=[CH:27][CH:28]=1. (5) Given the reactants [C:1]([C:3]1[CH:4]([C:20]2[CH:25]=[CH:24][C:23]([CH3:26])=[CH:22][CH:21]=2)[C:5]([C:16]([O:18][CH3:19])=[O:17])=[C:6]([CH2:14][CH3:15])[NH:7][C:8]=1[CH2:9][C:10]([CH3:13])([CH3:12])[CH3:11])#[N:2].[N+]([O-])([O-])=O.[NH4+].[Ce], predict the reaction product. The product is: [C:1]([C:3]1[C:8]([CH2:9][C:10]([CH3:11])([CH3:13])[CH3:12])=[N:7][C:6]([CH2:14][CH3:15])=[C:5]([C:4]=1[C:20]1[CH:21]=[CH:22][C:23]([CH3:26])=[CH:24][CH:25]=1)[C:16]([O:18][CH3:19])=[O:17])#[N:2]. (6) Given the reactants C([Li])CCC.[C:6]1([NH:12][C:13](=[O:23])[C:14]2[CH:19]=[CH:18][C:17](Br)=[CH:16][C:15]=2[O:21][CH3:22])[CH:11]=[CH:10][CH:9]=[CH:8][CH:7]=1.[B:24](OC(C)C)([O:29]C(C)C)[O:25]C(C)C.Cl, predict the reaction product. The product is: [NH:12]([C:13]([C:14]1[CH:19]=[CH:18][C:17]([B:24]([OH:29])[OH:25])=[CH:16][C:15]=1[O:21][CH3:22])=[O:23])[C:6]1[CH:11]=[CH:10][CH:9]=[CH:8][CH:7]=1. (7) Given the reactants C([O:8][C:9](=[O:30])[CH2:10][C:11]1[CH:12]=[CH:13][C:14]2[O:18][C:17]([C:19]3[C:20]([C:25]([O:27][CH3:28])=[O:26])=[N:21][CH:22]=[CH:23][CH:24]=3)=[CH:16][C:15]=2[CH:29]=1)C1C=CC=CC=1, predict the reaction product. The product is: [CH3:28][O:27][C:25]([C:20]1[C:19]([C:17]2[O:18][C:14]3[CH:13]=[CH:12][C:11]([CH2:10][C:9]([OH:30])=[O:8])=[CH:29][C:15]=3[CH:16]=2)=[CH:24][CH:23]=[CH:22][N:21]=1)=[O:26].